Dataset: Reaction yield outcomes from USPTO patents with 853,638 reactions. Task: Predict the reaction yield, written as a fraction of the theoretical maximum amount of product (1.0 means a 100% yield; for example, 0.34 means a 34% yield). (1) The reactants are C(OC(=O)[NH:7][C@@H:8]1[C:14](=[O:15])[N:13]([CH2:16][C:17]([F:20])([F:19])[F:18])[C:12]2[CH:21]=[C:22]([F:25])[CH:23]=[CH:24][C:11]=2[O:10][C@@H:9]1[CH3:26])(C)(C)C.P(=O)(O)(O)O. The catalyst is O1CCCC1. The product is [NH2:7][C@@H:8]1[C:14](=[O:15])[N:13]([CH2:16][C:17]([F:18])([F:20])[F:19])[C:12]2[CH:21]=[C:22]([F:25])[CH:23]=[CH:24][C:11]=2[O:10][C@@H:9]1[CH3:26]. The yield is 0.830. (2) The reactants are [NH2:1][C@@H:2]([CH2:27][C:28]1[CH:33]=[CH:32][CH:31]=[CH:30][CH:29]=1)[C@@H:3]([OH:26])[CH2:4][C@@H:5]([NH:13][C:14]([C@@H:16]([NH:21][C:22](=[O:25])[O:23][CH3:24])[C:17]([CH3:20])([CH3:19])[CH3:18])=[O:15])[CH2:6][C:7]1[CH:12]=[CH:11][CH:10]=[CH:9][CH:8]=1.FC(F)(F)C(O)=O.[CH3:41][C@@H:42]([CH2:64][CH3:65])[C@H:43]([N:47]1[CH2:51][CH2:50][N:49]([CH2:52][C:53]2[C:62]3[C:57](=[CH:58][CH:59]=[CH:60][CH:61]=3)[N:56]=[CH:55][CH:54]=2)[C:48]1=[O:63])[C:44](O)=[O:45].CCN=C=NCCCN(C)C.C1C=CC2N(O)N=NC=2C=1.CN1CCOCC1. The catalyst is CN(C=O)C. The product is [CH2:6]([C@H:5]([NH:13][C:14]([C@@H:16]([NH:21][C:22](=[O:25])[O:23][CH3:24])[C:17]([CH3:20])([CH3:19])[CH3:18])=[O:15])[CH2:4][C@H:3]([OH:26])[C@@H:2]([NH:1][C:44](=[O:45])[C@@H:43]([N:47]1[CH2:51][CH2:50][N:49]([CH2:52][C:53]2[C:62]3[C:57](=[CH:58][CH:59]=[CH:60][CH:61]=3)[N:56]=[CH:55][CH:54]=2)[C:48]1=[O:63])[CH:42]([CH3:41])[CH2:64][CH3:65])[CH2:27][C:28]1[CH:29]=[CH:30][CH:31]=[CH:32][CH:33]=1)[C:7]1[CH:12]=[CH:11][CH:10]=[CH:9][CH:8]=1. The yield is 0.230. (3) The reactants are [NH2:1][C:2]1[CH:3]=[C:4]([CH:16]=[CH:17][CH:18]=1)[CH2:5][C:6]1([C:9]([O:11][C:12]([CH3:15])([CH3:14])[CH3:13])=[O:10])[CH2:8][CH2:7]1.[Cl:19]N1C(=O)CCC1=O. The catalyst is C(#N)C. The product is [NH2:1][C:2]1[C:3]([Cl:19])=[C:4]([CH:16]=[CH:17][CH:18]=1)[CH2:5][C:6]1([C:9]([O:11][C:12]([CH3:15])([CH3:13])[CH3:14])=[O:10])[CH2:8][CH2:7]1. The yield is 0.0750. (4) The reactants are [OH-].[Na+].N1CCC[C@H]1C(O)=O.I[C:12]1[CH:13]=[C:14]([C:23]([O:25][CH2:26][CH3:27])=[O:24])[C:15]2[O:19][C:18]([CH3:21])([CH3:20])[CH2:17][C:16]=2[CH:22]=1.[CH3:28][S:29]([O-:31])=[O:30]. The catalyst is CS(C)=O.[Cu]I.O. The product is [CH3:20][C:18]1([CH3:21])[CH2:17][C:16]2[CH:22]=[C:12]([S:29]([CH3:28])(=[O:31])=[O:30])[CH:13]=[C:14]([C:23]([O:25][CH2:26][CH3:27])=[O:24])[C:15]=2[O:19]1. The yield is 0.440. (5) The reactants are [CH:1]([C:3]1[S:7][C:6]([NH:8][C:9]([C:11]2[CH:16]=[CH:15][N:14]=[CH:13][CH:12]=2)=[O:10])=[N:5][C:4]=1[C:17]1[O:18][CH:19]=[CH:20][CH:21]=1)=O.[NH:22]1[CH2:27][CH2:26][O:25][CH2:24][CH2:23]1.C(O[BH-](OC(=O)C)OC(=O)C)(=O)C.[Na+].O. The catalyst is ClCCCl. The product is [O:18]1[CH:19]=[CH:20][CH:21]=[C:17]1[C:4]1[N:5]=[C:6]([NH:8][C:9]([C:11]2[CH:16]=[CH:15][N:14]=[CH:13][CH:12]=2)=[O:10])[S:7][C:3]=1[CH2:1][N:22]1[CH2:27][CH2:26][O:25][CH2:24][CH2:23]1. The yield is 0.980. (6) The reactants are [CH2:1]([Zn]CC)[CH3:2].[Cl:6][CH2:7][CH2:8][C:9]([C:11]1[CH:16]=[CH:15][CH:14]=[CH:13][CH:12]=1)=[O:10]. No catalyst specified. The product is [Cl:6][CH2:7][CH2:8][C:9]([C:11]1[CH:16]=[CH:15][CH:14]=[CH:13][CH:12]=1)([OH:10])[CH2:1][CH3:2]. The yield is 0.820. (7) The reactants are [CH2:1]([C:3]1[CH:28]=[CH:27][CH:26]=[C:25]([CH3:29])[C:4]=1[CH2:5][NH:6][C:7]1[C:15]2[N:14]=[C:13]([CH2:16][O:17][CH3:18])[N:12]([CH3:19])[C:11]=2[CH:10]=[C:9]([C:20]([O:22]CC)=[O:21])[CH:8]=1)[CH3:2].[OH-].[Na+].O.Cl. The catalyst is O1CCOCC1. The product is [CH2:1]([C:3]1[CH:28]=[CH:27][CH:26]=[C:25]([CH3:29])[C:4]=1[CH2:5][NH:6][C:7]1[C:15]2[N:14]=[C:13]([CH2:16][O:17][CH3:18])[N:12]([CH3:19])[C:11]=2[CH:10]=[C:9]([C:20]([OH:22])=[O:21])[CH:8]=1)[CH3:2]. The yield is 0.710. (8) The reactants are [Cl:1][C:2]1[CH:3]=[C:4]([CH:10]=[C:11]([F:14])[C:12]=1[CH3:13])[C:5]([O:7][CH2:8][CH3:9])=[O:6].C1C(=O)N([Br:22])C(=O)C1.CC(N=NC(C#N)(C)C)(C#N)C. The catalyst is C(Cl)(Cl)(Cl)Cl.O. The product is [Br:22][CH2:13][C:12]1[C:11]([F:14])=[CH:10][C:4]([C:5]([O:7][CH2:8][CH3:9])=[O:6])=[CH:3][C:2]=1[Cl:1]. The yield is 0.490.